Task: Regression. Given two drug SMILES strings and cell line genomic features, predict the synergy score measuring deviation from expected non-interaction effect.. Dataset: NCI-60 drug combinations with 297,098 pairs across 59 cell lines Drug 2: C#CCC(CC1=CN=C2C(=N1)C(=NC(=N2)N)N)C3=CC=C(C=C3)C(=O)NC(CCC(=O)O)C(=O)O. Synergy scores: CSS=-17.2, Synergy_ZIP=-9.74, Synergy_Bliss=-39.9, Synergy_Loewe=-99.6, Synergy_HSA=-55.7. Drug 1: CC1=C(C=C(C=C1)NC2=NC=CC(=N2)N(C)C3=CC4=NN(C(=C4C=C3)C)C)S(=O)(=O)N.Cl. Cell line: HL-60(TB).